Dataset: Full USPTO retrosynthesis dataset with 1.9M reactions from patents (1976-2016). Task: Predict the reactants needed to synthesize the given product. (1) The reactants are: [Br:1][C:2]1[CH:3]=[C:4]2[C:9](=[CH:10][CH:11]=1)[O:8]C(=O)[CH2:6][C:5]2([CH3:14])[CH3:13].[CH2:15]([Mg]Br)C.Cl.C([O:23][CH2:24][CH3:25])(=O)C. Given the product [Br:1][C:2]1[CH:11]=[CH:10][C:9]([OH:8])=[C:4]([C:5]([CH3:13])([CH3:14])[CH2:6][C:24]([OH:23])([CH3:25])[CH3:15])[CH:3]=1, predict the reactants needed to synthesize it. (2) Given the product [CH:1]1([C:4]2[NH:8][C:7]3[CH:9]=[C:10]([C:14]4[C:15]([CH3:20])=[N:16][O:17][C:18]=4[CH3:19])[CH:11]=[C:12](/[C:23](=[CH:24]/[CH2:25][CH3:26])/[CH2:28][CH3:27])[C:6]=3[N:5]=2)[CH2:3][CH2:2]1, predict the reactants needed to synthesize it. The reactants are: [CH:1]1([C:4]2[NH:8][C:7]3[CH:9]=[C:10]([C:14]4[C:15]([CH3:20])=[N:16][O:17][C:18]=4[CH3:19])[CH:11]=[C:12](I)[C:6]=3[N:5]=2)[CH2:3][CH2:2]1.B1(/C(/CC)=C/CC)O[C:28]2[C:23](=[CH:24][CH:25]=[CH:26][CH:27]=2)O1.C(=O)([O-])[O-].[Cs+].[Cs+]. (3) Given the product [CH:18]1([C:13]2[N:14]([CH:15]3[CH2:17][CH2:16]3)[C:10]([C:7]([CH3:9])([C:4]3[S:5][CH:6]=[C:2]([C:22]([F:27])([F:26])[F:21])[CH:3]=3)[CH3:8])=[N:11][N:12]=2)[CH2:20][CH2:19]1, predict the reactants needed to synthesize it. The reactants are: Br[C:2]1[CH:3]=[C:4]([C:7]([C:10]2[N:14]([CH:15]3[CH2:17][CH2:16]3)[C:13]([CH:18]3[CH2:20][CH2:19]3)=[N:12][N:11]=2)([CH3:9])[CH3:8])[S:5][CH:6]=1.[F:21][C:22]([F:27])([F:26])C([O-])=O.[Na+].O. (4) Given the product [CH3:14][N:15]1[C:16]2([O:13][C:4]3[CH:5]=[CH:6][C:7]4[C:12]([C:3]=3[N:1]=[CH:31]2)=[CH:11][CH:10]=[CH:9][CH:8]=4)[C:17]([CH3:30])([CH3:29])[C:18]2[C:23]1=[CH:22][CH:21]=[C:20]([O:24][C:25]([F:26])([F:27])[F:28])[CH:19]=2, predict the reactants needed to synthesize it. The reactants are: [N:1]([C:3]1[C:12]2[C:7](=[CH:8][CH:9]=[CH:10][CH:11]=2)[CH:6]=[CH:5][C:4]=1[OH:13])=O.[CH3:14][N:15]1[C:23]2[C:18](=[CH:19][C:20]([O:24][C:25]([F:28])([F:27])[F:26])=[CH:21][CH:22]=2)[C:17]([CH3:30])([CH3:29])[C:16]1=[CH2:31].